This data is from Catalyst prediction with 721,799 reactions and 888 catalyst types from USPTO. The task is: Predict which catalyst facilitates the given reaction. The catalyst class is: 1. Reactant: [H-].[Al+3].[Li+].[H-].[H-].[H-].[C:7]([C@@H:11]1[NH:16][C:15](=O)[CH2:14][O:13][CH2:12]1)([CH3:10])([CH3:9])[CH3:8]. Product: [C:7]([C@H:11]1[CH2:12][O:13][CH2:14][CH2:15][NH:16]1)([CH3:10])([CH3:9])[CH3:8].